This data is from Retrosynthesis with 50K atom-mapped reactions and 10 reaction types from USPTO. The task is: Predict the reactants needed to synthesize the given product. (1) Given the product COc1cnnc(-c2ccc(F)c(Cl)c2)c1, predict the reactants needed to synthesize it. The reactants are: COc1cnnc(Cl)c1.OB(O)c1ccc(F)c(Cl)c1. (2) Given the product O=C(Nc1ccc(C(=O)O)cc1)C1=CCCCC1, predict the reactants needed to synthesize it. The reactants are: Nc1ccc(C(=O)O)cc1.O=C(O)C1=CCCCC1. (3) Given the product O=Cc1cc(Br)c(OCc2ccccc2)cc1OCc1ccccc1, predict the reactants needed to synthesize it. The reactants are: OCc1cc(Br)c(OCc2ccccc2)cc1OCc1ccccc1.